From a dataset of Reaction yield outcomes from USPTO patents with 853,638 reactions. Predict the reaction yield, written as a fraction of the theoretical maximum amount of product (1.0 means a 100% yield; for example, 0.34 means a 34% yield). (1) The reactants are C(O[BH-](OC(=O)C)OC(=O)C)(=O)C.[Na+].[NH2:15][C:16]1[N:21]=[CH:20][N:19]=[C:18]2[N:22]([C:38]3[CH:45]=[CH:44][C:41]([CH:42]=O)=[CH:40][CH:39]=3)[N:23]=[C:24]([C:25]3[CH:30]=[CH:29][C:28]([O:31][C:32]4[CH:37]=[CH:36][CH:35]=[CH:34][CH:33]=4)=[CH:27][CH:26]=3)[C:17]=12.[CH3:46][N:47]1[CH2:52][CH2:51][NH:50][CH2:49][CH2:48]1.C(O)(=O)C.C(=O)(O)[O-].[Na+]. The catalyst is ClC(Cl)C.O. The product is [CH3:46][N:47]1[CH2:52][CH2:51][N:50]([CH2:42][C:41]2[CH:44]=[CH:45][C:38]([N:22]3[C:18]4=[N:19][CH:20]=[N:21][C:16]([NH2:15])=[C:17]4[C:24]([C:25]4[CH:30]=[CH:29][C:28]([O:31][C:32]5[CH:37]=[CH:36][CH:35]=[CH:34][CH:33]=5)=[CH:27][CH:26]=4)=[N:23]3)=[CH:39][CH:40]=2)[CH2:49][CH2:48]1. The yield is 0.210. (2) The reactants are [CH2:1]([N:3]1[C:11]2[C:6](=[CH:7][CH:8]=[C:9]([O:12][CH3:13])[CH:10]=2)[C:5]([C:14](=[S:16])[NH2:15])=[CH:4]1)[CH3:2].CO[CH:19](OC)[CH2:20]Br. The catalyst is C(COC)OC. The product is [CH2:1]([N:3]1[C:11]2[C:6](=[CH:7][CH:8]=[C:9]([O:12][CH3:13])[CH:10]=2)[C:5]([C:14]2[S:16][CH:19]=[CH:20][N:15]=2)=[CH:4]1)[CH3:2]. The yield is 0.470. (3) The reactants are C([O:4][C:5]1[CH:10]=[CH:9][CH:8]=[C:7](Br)[C:6]=1C)(=O)C.[Br:13][C:14]1[C:15]([CH3:21])=[C:16]([OH:20])[CH:17]=[CH:18][CH:19]=1.N1C=CC=CC=1.C(Cl)(=O)C. The yield is 0.780. The catalyst is C(Cl)Cl.O. The product is [Br:13][C:14]1[C:15]([CH3:21])=[C:16]2[C:17]([C:5](=[O:4])[CH2:10][C:9]3([O:20]2)[CH2:8][CH2:7][CH2:6]3)=[CH:18][CH:19]=1.